Dataset: Full USPTO retrosynthesis dataset with 1.9M reactions from patents (1976-2016). Task: Predict the reactants needed to synthesize the given product. Given the product [Br:1][C:2]1[CH:7]=[CH:6][C:5]([NH:8][S:9]([CH3:11])(=[N:15][CH:12]2[CH2:14][CH2:13]2)=[O:10])=[CH:4][CH:3]=1, predict the reactants needed to synthesize it. The reactants are: [Br:1][C:2]1[CH:7]=[CH:6][C:5]([NH:8][S:9]([CH3:11])=[O:10])=[CH:4][CH:3]=1.[CH:12]1([NH2:15])[CH2:14][CH2:13]1.